Regression. Given a peptide amino acid sequence and an MHC pseudo amino acid sequence, predict their binding affinity value. This is MHC class I binding data. From a dataset of Peptide-MHC class I binding affinity with 185,985 pairs from IEDB/IMGT. (1) The peptide sequence is DELPFVAPV. The MHC is HLA-B18:01 with pseudo-sequence HLA-B18:01. The binding affinity (normalized) is 1.00. (2) The peptide sequence is KLDDVEKEK. The MHC is HLA-A03:01 with pseudo-sequence HLA-A03:01. The binding affinity (normalized) is 0.445. (3) The binding affinity (normalized) is 0.108. The peptide sequence is YANLDDVYSY. The MHC is HLA-A33:01 with pseudo-sequence HLA-A33:01. (4) The binding affinity (normalized) is 0.212. The MHC is HLA-A02:03 with pseudo-sequence HLA-A02:03. The peptide sequence is QQNNSFIIST. (5) The peptide sequence is YYNKSTEKL. The MHC is HLA-A30:02 with pseudo-sequence HLA-A30:02. The binding affinity (normalized) is 0.149. (6) The binding affinity (normalized) is 0.0847. The MHC is HLA-B57:01 with pseudo-sequence HLA-B57:01. The peptide sequence is LVTARQKLK.